Task: Predict the reactants needed to synthesize the given product.. Dataset: Full USPTO retrosynthesis dataset with 1.9M reactions from patents (1976-2016) (1) Given the product [CH3:7][O:8][CH2:9][O:10][C:11]1[CH:12]=[C:13]([CH2:21][CH2:22][OH:23])[CH:14]=[C:15]([O:17][CH2:18][O:19][CH3:20])[CH:16]=1, predict the reactants needed to synthesize it. The reactants are: [H-].[Al+3].[Li+].[H-].[H-].[H-].[CH3:7][O:8][CH2:9][O:10][C:11]1[CH:12]=[C:13]([CH2:21][C:22](OC)=[O:23])[CH:14]=[C:15]([O:17][CH2:18][O:19][CH3:20])[CH:16]=1.O.O.O.O.O.O.O.O.O.O.S([O-])([O-])(=O)=O.[Na+].[Na+]. (2) The reactants are: [F:1][C:2]1[C:21]([O:22][CH3:23])=[CH:20][C:19]([O:24][CH3:25])=[C:18]([F:26])[C:3]=1[CH2:4][O:5][C:6]1[CH:7]=[N:8][C:9]([NH:12][C:13]2[CH:14]=[N:15][NH:16][CH:17]=2)=[N:10][CH:11]=1.C(=O)([O-])[O-].[K+].[K+].CN(C)C=O.CC1C=CC(S(O[CH2:49][C@@H:50]2[CH2:54][O:53][C:52]([CH3:56])([CH3:55])[O:51]2)(=O)=O)=CC=1. Given the product [F:26][C:18]1[C:19]([O:24][CH3:25])=[CH:20][C:21]([O:22][CH3:23])=[C:2]([F:1])[C:3]=1[CH2:4][O:5][C:6]1[CH:11]=[N:10][C:9]([NH:12][C:13]2[CH:17]=[N:16][N:15]([CH2:49][C@@H:50]3[CH2:54][O:53][C:52]([CH3:56])([CH3:55])[O:51]3)[CH:14]=2)=[N:8][CH:7]=1, predict the reactants needed to synthesize it. (3) The reactants are: F[C:2]1[C:10]2[C:5](=[CH:6][CH:7]=[C:8]([C:11]3[CH:12]=[C:13]([NH:17][C@H:18]([C:25]4[CH:30]=[CH:29][CH:28]=[CH:27][CH:26]=4)[CH2:19][NH:20][C:21](=O)[CH2:22][OH:23])[CH:14]=[N:15][CH:16]=3)[CH:9]=2)[NH:4][N:3]=1.[CH2:31]1COCC1. Given the product [CH3:31][C:2]1[C:10]2[C:5](=[CH:6][CH:7]=[C:8]([C:11]3[CH:12]=[C:13]([NH:17][C@H:18]([C:25]4[CH:26]=[CH:27][CH:28]=[CH:29][CH:30]=4)[CH2:19][NH:20][CH2:21][CH2:22][OH:23])[CH:14]=[N:15][CH:16]=3)[CH:9]=2)[NH:4][N:3]=1, predict the reactants needed to synthesize it. (4) Given the product [CH3:41][C:37]1([CH3:42])[CH2:36][CH:35]([CH2:34][CH2:33][N:20]2[C:19]([O:23][CH3:24])=[N:18][C:17]3[C:21]2=[N:22][C:14]([O:13][C@H:9]([CH3:8])[CH2:10][CH2:11][CH3:12])=[N:15][C:16]=3[NH2:25])[CH2:40][CH2:39][O:38]1, predict the reactants needed to synthesize it. The reactants are: FC(F)(F)C(O)=O.[CH3:8][C@@H:9]([O:13][C:14]1[NH:15][C:16]([NH2:25])=[C:17]2[C:21]([N:22]=1)=[N:20][C:19]([O:23][CH3:24])=[N:18]2)[CH2:10][CH2:11][CH3:12].C(=O)([O-])[O-].[K+].[K+].Br[CH2:33][CH2:34][CH:35]1[CH2:40][CH2:39][O:38][C:37]([CH3:42])([CH3:41])[CH2:36]1.